From a dataset of Reaction yield outcomes from USPTO patents with 853,638 reactions. Predict the reaction yield, written as a fraction of the theoretical maximum amount of product (1.0 means a 100% yield; for example, 0.34 means a 34% yield). (1) The reactants are ClN1C(=O)CCC1=O.[F:9][C:10]1[CH:11]=[CH:12][C:13]([CH:16]=[N:17][OH:18])=[N:14][CH:15]=1.CN([CH:22]=[CH:23][C:24]([O:26][CH2:27][CH3:28])=[O:25])C.C(N(CC)CC)C.Cl. The catalyst is CN(C=O)C.C(Cl)(Cl)Cl. The yield is 0.720. The product is [CH2:27]([O:26][C:24]([C:23]1[C:16]([C:13]2[CH:12]=[CH:11][C:10]([F:9])=[CH:15][N:14]=2)=[N:17][O:18][CH:22]=1)=[O:25])[CH3:28]. (2) The reactants are [C:1]([C:3]1[CH:4]=[C:5]([CH:27]=[C:28]([N+:30]([O-])=O)[CH:29]=1)[C:6]([NH:8][C:9]1[C:14]([CH3:15])=[CH:13][C:12]([C:16]([F:25])([C:21]([F:24])([F:23])[F:22])[C:17]([F:20])([F:19])[F:18])=[CH:11][C:10]=1[CH3:26])=[O:7])#[N:2].[Sn](Cl)(Cl)(Cl)Cl.Cl. The catalyst is C(O)(C)C. The product is [NH2:30][C:28]1[CH:29]=[C:3]([C:1]#[N:2])[CH:4]=[C:5]([CH:27]=1)[C:6]([NH:8][C:9]1[C:10]([CH3:26])=[CH:11][C:12]([C:16]([F:25])([C:17]([F:18])([F:19])[F:20])[C:21]([F:22])([F:23])[F:24])=[CH:13][C:14]=1[CH3:15])=[O:7]. The yield is 0.944. (3) The reactants are [CH3:1][CH:2]([CH3:25])[C:3](=O)[C:4]#[C:5][C:6]1[CH:7]=[CH:8][C:9]2[N:10]([C:12]([CH2:15][NH:16][C:17](=[O:23])[O:18][C:19]([CH3:22])([CH3:21])[CH3:20])=[N:13][N:14]=2)[N:11]=1.[NH2:26]OS(O)(=O)=O.C(=O)(O)[O-].[Na+].[SH-:37].[Na+]. The catalyst is O.O1CCOCC1. The product is [CH:2]([C:3]1[CH:4]=[C:5]([C:6]2[CH:7]=[CH:8][C:9]3[N:10]([C:12]([CH2:15][NH:16][C:17](=[O:23])[O:18][C:19]([CH3:22])([CH3:21])[CH3:20])=[N:13][N:14]=3)[N:11]=2)[S:37][N:26]=1)([CH3:25])[CH3:1]. The yield is 0.225. (4) The product is [CH3:29][C:25]1([CH3:30])[CH2:24][C:23]2[C:19]([C:17]3[CH:16]=[CH:15][N:14]=[C:13]([C:9]4[CH:8]=[CH:7][CH:12]=[C:11]([N:48]5[CH2:47][CH:46]([NH:45][CH3:44])[CH2:49]5)[CH:10]=4)[CH:18]=3)=[C:20]([N:31]3[CH2:32][CH2:33][O:34][CH2:35][CH2:36]3)[S:21][C:22]=2[C:27](=[O:28])[CH2:26]1. The catalyst is O1CCOCC1.CN(C=O)C.CC(O)=O.CC(P(C(C)(C)C)C1C(C2[C-]=CC=CC=2)=CC=CC=1)(C)C.[Pd]. The yield is 0.310. The reactants are FC(F)(F)S(O[C:7]1[CH:12]=[CH:11][CH:10]=[C:9]([C:13]2[CH:18]=[C:17]([C:19]3[C:23]4[CH2:24][C:25]([CH3:30])([CH3:29])[CH2:26][C:27](=[O:28])[C:22]=4[S:21][C:20]=3[N:31]3[CH2:36][CH2:35][O:34][CH2:33][CH2:32]3)[CH:16]=[CH:15][N:14]=2)[CH:8]=1)(=O)=O.C(O[C:44](=O)[NH:45][CH:46]1[CH2:49][NH:48][CH2:47]1)(C)(C)C.CC(C)([O-])C.[K+].[H-].[Na+].CI.